This data is from Full USPTO retrosynthesis dataset with 1.9M reactions from patents (1976-2016). The task is: Predict the reactants needed to synthesize the given product. (1) Given the product [CH2:14]([O:16][C:17](=[O:27])/[CH:18]=[C:19](\[NH:26][C:1](=[O:3])[CH3:2])/[CH2:20][C@H:21]([CH3:25])/[CH:22]=[CH:23]/[CH3:24])[CH3:15], predict the reactants needed to synthesize it. The reactants are: [C:1](OC(=O)C)(=[O:3])[CH3:2].N1C=CC=CC=1.[CH2:14]([O:16][C:17](=[O:27])/[CH:18]=[C:19](\[NH2:26])/[CH2:20][C@H:21]([CH3:25])/[CH:22]=[CH:23]/[CH3:24])[CH3:15]. (2) Given the product [C:1]([C:5]1[N:6]=[C:7]([NH:10][C:11]([C:13]2[CH:41]=[CH:40][N:16]3[C:17](=[O:39])[C:18](/[CH:34]=[CH:35]/[C:36]([OH:38])=[O:37])=[C:19]([N:21]4[CH2:26][CH2:25][CH2:24][C@@H:23]([O:27][C:28]([NH:30][CH2:31][CH2:32][N:16]5[CH:15]=[CH:14][CH:13]=[CH:41][CH2:40]5)=[O:29])[CH2:22]4)[N:20]=[C:15]3[CH:14]=2)=[O:12])[S:8][CH:9]=1)([CH3:4])([CH3:3])[CH3:2], predict the reactants needed to synthesize it. The reactants are: [C:1]([C:5]1[N:6]=[C:7]([NH:10][C:11]([C:13]2[CH:41]=[CH:40][N:16]3[C:17](=[O:39])[C:18](/[CH:34]=[CH:35]/[C:36]([OH:38])=[O:37])=[C:19]([N:21]4[CH2:26][CH2:25][CH2:24][C@@H:23]([O:27][C:28]([NH:30][CH2:31][CH2:32]Cl)=[O:29])[CH2:22]4)[N:20]=[C:15]3[CH:14]=2)=[O:12])[S:8][CH:9]=1)([CH3:4])([CH3:3])[CH3:2].